From a dataset of Catalyst prediction with 721,799 reactions and 888 catalyst types from USPTO. Predict which catalyst facilitates the given reaction. (1) Reactant: [C:1]([O:4][C:5]1[CH:15]=[CH:14][CH:13]=[CH:12][C:6]=1[C:7]([O:9][CH2:10]Cl)=[O:8])(=[O:3])[CH3:2].[N+:16]([O:19][CH2:20][CH2:21][CH2:22][C:23]1[CH:31]=[CH:30][C:26]([C:27]([OH:29])=[O:28])=[CH:25][CH:24]=1)([O-:18])=[O:17].CCN(CC)CC. Product: [C:1]([O:4][C:5]1[CH:15]=[CH:14][CH:13]=[CH:12][C:6]=1[C:7]([O:9][CH2:10][O:29][C:27](=[O:28])[C:26]1[CH:25]=[CH:24][C:23]([CH2:22][CH2:21][CH2:20][O:19][N+:16]([O-:18])=[O:17])=[CH:31][CH:30]=1)=[O:8])(=[O:3])[CH3:2]. The catalyst class is: 18. (2) Reactant: CN(C)CCN.[CH:7]1([CH2:13][O:14][N:15]2C(=O)C3=CC=CC=C3C2=O)[CH2:12][CH2:11][CH2:10][CH2:9][CH2:8]1.C(O)(=O)C.[Cl:30][C:31]1[CH:36]=[CH:35][C:34]([NH:37][S:38]([C:41]([F:44])([F:43])[F:42])(=[O:40])=[O:39])=[C:33]([C:45](=O)[CH2:46][CH3:47])[CH:32]=1. Product: [Cl:30][C:31]1[CH:36]=[CH:35][C:34]([NH:37][S:38]([C:41]([F:44])([F:43])[F:42])(=[O:40])=[O:39])=[C:33]([C:45](=[N:15][O:14][CH2:13][CH:7]2[CH2:12][CH2:11][CH2:10][CH2:9][CH2:8]2)[CH2:46][CH3:47])[CH:32]=1. The catalyst class is: 14. (3) Reactant: [H-].[Al+3].[Li+].[H-].[H-].[H-].O1CCCC1.[C:12]1([C:18]2([C:36]#[N:37])[CH2:23][CH2:22][N:21]([CH2:24][CH2:25][C:26]3[CH:31]=[CH:30][CH:29]=[CH:28][C:27]=3[C:32]([F:35])([F:34])[F:33])[CH2:20][CH2:19]2)[CH:17]=[CH:16][CH:15]=[CH:14][CH:13]=1.[OH-].[Na+]. Product: [NH2:37][CH2:36][C:18]1([C:12]2[CH:13]=[CH:14][CH:15]=[CH:16][CH:17]=2)[CH2:23][CH2:22][N:21]([CH2:24][CH2:25][C:26]2[CH:31]=[CH:30][CH:29]=[CH:28][C:27]=2[C:32]([F:35])([F:33])[F:34])[CH2:20][CH2:19]1. The catalyst class is: 6. (4) Reactant: [Cl:1][C:2]1[CH:7]=[CH:6][C:5]([C:8]2(NC)[CH2:13][CH2:12][O:11][CH2:10][CH2:9]2)=[CH:4][CH:3]=1.[Cl:16][C:17]1[CH:25]=[CH:24][C:23]([CH3:26])=[CH:22][C:18]=1[C:19](O)=[O:20].C1C[N:30]([P+](ON2N=NC3C=CC=CC2=3)(N2CCCC2)N2CCCC2)[CH2:29]C1.F[P-](F)(F)(F)(F)F.CCN(C(C)C)C(C)C. Product: [Cl:16][C:17]1[CH:25]=[CH:24][C:23]([CH3:26])=[CH:22][C:18]=1[C:19]([NH:30][CH2:29][C:8]1([C:5]2[CH:4]=[CH:3][C:2]([Cl:1])=[CH:7][CH:6]=2)[CH2:9][CH2:10][O:11][CH2:12][CH2:13]1)=[O:20]. The catalyst class is: 2. (5) Reactant: C(C1N=C2CN(C(OC(C)(C)C)=O)CCN2C=1)=O.N1CCCCC1.[BH-](OC(C)=O)(OC(C)=O)OC(C)=O.[Na+].C(=O)([O-])O.[Na+].C(O)(C(F)(F)F)=O.[N:51]1([CH2:57][C:58]2[N:59]=[C:60]3[CH2:65][N:64](C(OC(C)(C)C)=O)[CH2:63][CH2:62][N:61]3[CH:73]=2)[CH2:56][CH2:55][CH2:54][CH2:53][CH2:52]1. Product: [N:51]1([CH2:57][C:58]2[N:59]=[C:60]3[CH2:65][NH:64][CH2:63][CH2:62][N:61]3[CH:73]=2)[CH2:56][CH2:55][CH2:54][CH2:53][CH2:52]1. The catalyst class is: 2.